Dataset: Catalyst prediction with 721,799 reactions and 888 catalyst types from USPTO. Task: Predict which catalyst facilitates the given reaction. (1) Reactant: CO[C:3](=[O:31])[CH2:4][O:5][C:6]1[CH:11]=[CH:10][CH:9]=[CH:8][C:7]=1[N:12]([C:14](=[O:30])[C:15]1[CH:20]=[CH:19][C:18]([Cl:21])=[C:17]([C:22]2[CH:23]=[N:24][C:25]([Cl:29])=[CH:26][C:27]=2[CH3:28])[CH:16]=1)[CH3:13].[NH3:32]. Product: [C:3]([CH2:4][O:5][C:6]1[CH:11]=[CH:10][CH:9]=[CH:8][C:7]=1[N:12]([CH3:13])[C:14](=[O:30])[C:15]1[CH:20]=[CH:19][C:18]([Cl:21])=[C:17]([C:22]2[CH:23]=[N:24][C:25]([Cl:29])=[CH:26][C:27]=2[CH3:28])[CH:16]=1)(=[O:31])[NH2:32]. The catalyst class is: 5. (2) Reactant: [O:1]1[CH2:6][CH2:5][C:4]([C:7]2[N:8](S(C3C=CC=CC=3)(=O)=O)[C:9]3[C:14]([CH:15]=2)=[CH:13][C:12]([S:16]([CH3:19])(=[O:18])=[O:17])=[CH:11][CH:10]=3)=[CH:3][CH2:2]1.[OH-].[K+].C(=O)([O-])O.[Na+]. Product: [O:1]1[CH2:6][CH2:5][C:4]([C:7]2[NH:8][C:9]3[C:14]([CH:15]=2)=[CH:13][C:12]([S:16]([CH3:19])(=[O:18])=[O:17])=[CH:11][CH:10]=3)=[CH:3][CH2:2]1. The catalyst class is: 5. (3) Reactant: [CH3:1][C:2]1[CH:11]=[CH:10][C:9]2[C:8]([OH:12])=[CH:7][CH:6]=[CH:5][C:4]=2[N:3]=1.N1C=CC=CC=1.[F:19][C:20]([F:33])([F:32])[S:21](O[S:21]([C:20]([F:33])([F:32])[F:19])(=[O:23])=[O:22])(=[O:23])=[O:22].O. Product: [F:19][C:20]([F:33])([F:32])[S:21]([O:12][C:8]1[CH:7]=[CH:6][CH:5]=[C:4]2[C:9]=1[CH:10]=[CH:11][C:2]([CH3:1])=[N:3]2)(=[O:23])=[O:22]. The catalyst class is: 4. (4) Reactant: [CH2:1]([O:8][C:9](=[O:41])[N:10]([CH:12]([C:14](=[O:40])[NH:15][CH:16]([C:21]([N:23]1[CH2:27][CH2:26][CH:25]2[NH:28][CH2:29][CH:30]([O:31][C:32]3[CH:37]=[CH:36][C:35]([F:38])=[C:34]([F:39])[CH:33]=3)[CH:24]12)=[O:22])[C:17]([CH3:20])([CH3:19])[CH3:18])[CH3:13])[CH3:11])[C:2]1[CH:7]=[CH:6][CH:5]=[CH:4][CH:3]=1.CCN(C(C)C)C(C)C.[CH3:51][S:52](Cl)(=[O:54])=[O:53]. Product: [CH2:1]([O:8][C:9](=[O:41])[N:10]([CH:12]([C:14](=[O:40])[NH:15][CH:16]([C:21]([N:23]1[CH2:27][CH2:26][CH:25]2[N:28]([S:52]([CH3:51])(=[O:54])=[O:53])[CH2:29][CH:30]([O:31][C:32]3[CH:37]=[CH:36][C:35]([F:38])=[C:34]([F:39])[CH:33]=3)[CH:24]12)=[O:22])[C:17]([CH3:19])([CH3:18])[CH3:20])[CH3:13])[CH3:11])[C:2]1[CH:7]=[CH:6][CH:5]=[CH:4][CH:3]=1. The catalyst class is: 79. (5) Reactant: [H-].[Na+].[Cl:3][C:4]1[CH:5]=[C:6]([C:22]2[CH2:23][CH2:24][C:25](=[O:28])[NH:26][N:27]=2)[CH:7]=[CH:8][C:9]=1[O:10][CH2:11][CH2:12][CH2:13][O:14][C:15]1[CH:20]=[CH:19][C:18]([OH:21])=[CH:17][CH:16]=1.[O:29]1[CH2:31][CH:30]1[CH2:32]OS(C1C=CC=C([N+]([O-])=O)C=1)(=O)=O.[Cl-].[NH4+]. Product: [Cl:3][C:4]1[CH:5]=[C:6]([C:22]2[CH2:23][CH2:24][C:25](=[O:28])[NH:26][N:27]=2)[CH:7]=[CH:8][C:9]=1[O:10][CH2:11][CH2:12][CH2:13][O:14][C:15]1[CH:20]=[CH:19][C:18]([O:21][CH2:32][CH:30]2[CH2:31][O:29]2)=[CH:17][CH:16]=1. The catalyst class is: 9. (6) Reactant: Br[C:2]1[CH:9]=[CH:8][C:5]([C:6]#[N:7])=[C:4]([O:10][CH3:11])[CH:3]=1.[CH2:12]([C@@H:14]1[NH:18][C:17](=[O:19])[C:16]([F:21])([F:20])[C@@H:15]1[OH:22])[CH3:13].C1(P(C2C=CC=CC=2)C2C3OC4C(=CC=CC=4P(C4C=CC=CC=4)C4C=CC=CC=4)C(C)(C)C=3C=CC=2)C=CC=CC=1.C(=O)([O-])[O-].[Cs+].[Cs+]. Product: [CH2:12]([C@@H:14]1[N:18]([C:2]2[CH:9]=[CH:8][C:5]([C:6]#[N:7])=[C:4]([O:10][CH3:11])[CH:3]=2)[C:17](=[O:19])[C:16]([F:20])([F:21])[C@@H:15]1[OH:22])[CH3:13]. The catalyst class is: 110. (7) Reactant: Br.[Cl:2][C:3]1[CH:4]=[C:5]([C:9]2[O:13][N:12]=[C:11]([CH:14]([S:16][C:17]3[N:18]([CH2:30][CH3:31])[C:19]([C:22]4[CH:27]=[CH:26][N:25]=[C:24]([O:28]C)[CH:23]=4)=[N:20][N:21]=3)[CH3:15])[N:10]=2)[CH:6]=[CH:7][CH:8]=1.C([O-])(O)=O.[Na+]. Product: [Cl:2][C:3]1[CH:4]=[C:5]([C:9]2[O:13][N:12]=[C:11]([CH:14]([S:16][C:17]3[N:18]([CH2:30][CH3:31])[C:19]([C:22]4[CH:27]=[CH:26][N:25]=[C:24]([OH:28])[CH:23]=4)=[N:20][N:21]=3)[CH3:15])[N:10]=2)[CH:6]=[CH:7][CH:8]=1. The catalyst class is: 52.